Task: Predict the reaction yield, written as a fraction of the theoretical maximum amount of product (1.0 means a 100% yield; for example, 0.34 means a 34% yield).. Dataset: Reaction yield outcomes from USPTO patents with 853,638 reactions The reactants are [CH3:1][O:2][C:3]([NH:5][C@@H:6]([CH:10]([C:17]1[CH:22]=[CH:21][CH:20]=[CH:19][CH:18]=1)[C:11]1[CH:16]=[CH:15][CH:14]=[CH:13][CH:12]=1)[C:7](O)=[O:8])=[O:4].CCN=C=NCCCN(C)C.C1C=CC2N(O)N=NC=2C=1.C([O:46][P:47](=[O:74])([O:71]CC)[O:48][CH2:49][C@@H:50]([N:56]([S:61]([C:64]1[CH:69]=[CH:68][C:67]([NH2:70])=[CH:66][CH:65]=1)(=[O:63])=[O:62])[CH2:57][CH:58]([CH3:60])[CH3:59])[CH2:51][CH2:52][CH2:53][CH2:54][NH2:55])C. The catalyst is CN(C=O)C. The product is [CH3:1][O:2][C:3](=[O:4])[NH:5][C@H:6]([C:7](=[O:8])[NH:55][CH2:54][CH2:53][CH2:52][CH2:51][C@H:50]([N:56]([S:61]([C:64]1[CH:65]=[CH:66][C:67]([NH2:70])=[CH:68][CH:69]=1)(=[O:62])=[O:63])[CH2:57][CH:58]([CH3:60])[CH3:59])[CH2:49][O:48][P:47]([OH:71])([OH:46])=[O:74])[CH:10]([C:17]1[CH:22]=[CH:21][CH:20]=[CH:19][CH:18]=1)[C:11]1[CH:16]=[CH:15][CH:14]=[CH:13][CH:12]=1. The yield is 0.830.